Dataset: Reaction yield outcomes from USPTO patents with 853,638 reactions. Task: Predict the reaction yield, written as a fraction of the theoretical maximum amount of product (1.0 means a 100% yield; for example, 0.34 means a 34% yield). The reactants are [CH2:1]1[O:21][C:20]2[C:3](=[CH:4][CH2:5][C:6]([O:22][CH3:23])([CH:19]=2)[CH2:7][CH:8]([C:14]([O:16]CC)=[O:15])[C:9]([O:11][CH2:12][CH3:13])=[O:10])[O:2]1.[OH-].[K+]. The catalyst is C(O)C.O. The product is [CH2:1]1[O:21][C:20]2[C:3](=[CH:4][CH2:5][C:6]([O:22][CH3:23])([CH:19]=2)[CH2:7][CH:8]([C:14]([OH:16])=[O:15])[C:9]([O:11][CH2:12][CH3:13])=[O:10])[O:2]1. The yield is 0.890.